From a dataset of Forward reaction prediction with 1.9M reactions from USPTO patents (1976-2016). Predict the product of the given reaction. The product is: [C:30]([N:9]1[C:10]2[C:6](=[CH:5][C:4]([N+:1]([O-:3])=[O:2])=[CH:12][CH:11]=2)[C:7](=[C:17]([O:16][CH2:15][CH3:14])[C:18]2[CH:23]=[CH:22][CH:21]=[CH:20][CH:19]=2)[C:8]1=[O:13])(=[O:32])[CH3:31]. Given the reactants [N+:1]([C:4]1[CH:5]=[C:6]2[C:10](=[CH:11][CH:12]=1)[NH:9][C:8](=[O:13])[CH2:7]2)([O-:3])=[O:2].[CH3:14][CH2:15][O:16][C:17](OCC)(OCC)[C:18]1[CH:23]=[CH:22][CH:21]=[CH:20][CH:19]=1.[C:30](OC(=O)C)(=[O:32])[CH3:31], predict the reaction product.